From a dataset of Catalyst prediction with 721,799 reactions and 888 catalyst types from USPTO. Predict which catalyst facilitates the given reaction. (1) Reactant: [C:1]([O:4][C@H:5]1[CH2:10][CH2:9][C@@:8]([C@H:12]2[CH2:20][CH2:19][C@@:18]3([CH3:21])[C@@H:14]([CH2:15][CH2:16][C:17]3=[CH2:22])[C@@H:13]2[CH2:23][OH:24])([CH3:11])[C@@H:7]([CH2:25][OH:26])[CH2:6]1)(=[O:3])[CH3:2].[CH3:27][C:28]([Si:31](Cl)([CH3:33])[CH3:32])([CH3:30])[CH3:29].N1C=CN=C1.O. Product: [C:1]([O:4][C@H:5]1[CH2:10][CH2:9][C@@:8]([C@H:12]2[CH2:20][CH2:19][C@@:18]3([CH3:21])[C@@H:14]([CH2:15][CH2:16][C:17]3=[CH2:22])[C@@H:13]2[CH2:23][OH:24])([CH3:11])[C@@H:7]([CH2:25][O:26][Si:31]([C:28]([CH3:30])([CH3:29])[CH3:27])([CH3:33])[CH3:32])[CH2:6]1)(=[O:3])[CH3:2]. The catalyst class is: 3. (2) Product: [OH:2][C:3]1[CH:8]=[CH:7][C:6]([C:9]2[CH:14]=[CH:13][C:12]([C:15]([NH2:24])=[O:17])=[CH:11][CH:10]=2)=[CH:5][CH:4]=1. The catalyst class is: 7. Reactant: N.[OH:2][C:3]1[CH:8]=[CH:7][C:6]([C:9]2[CH:14]=[CH:13][C:12]([C:15]([OH:17])=O)=[CH:11][CH:10]=2)=[CH:5][CH:4]=1.C1C=CC2N(O)N=[N:24]C=2C=1.CCN=C=NCCCN(C)C.Cl. (3) Reactant: [N+:1]([C:4]1[CH:5]=[CH:6][C:7]([NH2:10])=[N:8][CH:9]=1)([O-:3])=[O:2].[CH2:11]([O:13][C:14](=[O:28])[CH:15]([C:20](=O)[C:21]1[CH:26]=[CH:25][CH:24]=[CH:23][CH:22]=1)[CH2:16][C:17](=O)[CH3:18])[CH3:12].CC1C=CC(S(O)(=O)=O)=CC=1. Product: [CH2:11]([O:13][C:14]([C:15]1[CH:16]=[C:17]([CH3:18])[N:10]([C:7]2[CH:6]=[CH:5][C:4]([N+:1]([O-:3])=[O:2])=[CH:9][N:8]=2)[C:20]=1[C:21]1[CH:22]=[CH:23][CH:24]=[CH:25][CH:26]=1)=[O:28])[CH3:12]. The catalyst class is: 8. (4) Reactant: [CH2:1]([N:8]1[CH2:20][C@@H:19]2[C@H:10]([NH:11][CH2:12][C:13]3[C:14]([CH3:21])=[CH:15][CH:16]=[CH:17][C:18]=32)[CH2:9]1)[C:2]1[CH:7]=[CH:6][CH:5]=[CH:4][CH:3]=1.C(N(CC)CC)C.[C:29](Cl)(=[O:31])[CH3:30]. Product: [CH2:1]([N:8]1[CH2:20][C@@H:19]2[C@H:10]([N:11]([C:29](=[O:31])[CH3:30])[CH2:12][C:13]3[C:14]([CH3:21])=[CH:15][CH:16]=[CH:17][C:18]=32)[CH2:9]1)[C:2]1[CH:3]=[CH:4][CH:5]=[CH:6][CH:7]=1. The catalyst class is: 2. (5) Reactant: [CH3:1][S:2][C:3]([NH:5][NH2:6])=[S:4].[F:7][C:8]([F:30])([F:29])[O:9][C:10]1[CH:15]=[CH:14][C:13]([N:16]2[CH:20]=[N:19][C:18]([C:21]3[CH:28]=[CH:27][C:24]([CH:25]=O)=[CH:23][CH:22]=3)=[N:17]2)=[CH:12][CH:11]=1. Product: [F:30][C:8]([F:7])([F:29])[O:9][C:10]1[CH:15]=[CH:14][C:13]([N:16]2[CH:20]=[N:19][C:18]([C:21]3[CH:28]=[CH:27][C:24](/[CH:25]=[N:6]/[NH:5][C:3]([S:2][CH3:1])=[S:4])=[CH:23][CH:22]=3)=[N:17]2)=[CH:12][CH:11]=1. The catalyst class is: 88.